Dataset: Full USPTO retrosynthesis dataset with 1.9M reactions from patents (1976-2016). Task: Predict the reactants needed to synthesize the given product. (1) Given the product [CH3:9][CH:8]([OH:23])[CH2:7][O:6][C:1]([C:2]([CH3:4])=[CH2:3])=[O:5], predict the reactants needed to synthesize it. The reactants are: [C:1]([O:6][CH2:7][CH2:8][CH2:9]O)(=[O:5])[C:2]([CH3:4])=[CH2:3].C([O:23]S([O-])(=O)=O)CCCCCCCCCCC.[Na+].S(OOS([O-])(=O)=O)([O-])(=O)=O.[K+].[K+]. (2) Given the product [Si:1]([O:18][CH2:19][C:20]1[C:25]([N:26]2[CH2:31][C@H:30]([CH3:32])[O:29][C@H:28]([CH3:33])[CH2:27]2)=[C:24]([Cl:34])[C:23]([F:35])=[C:22]([C:50]([C:52]2[CH:57]=[N:56][CH:55]=[CH:54][N:53]=2)=[O:51])[CH:21]=1)([C:14]([CH3:16])([CH3:17])[CH3:15])([C:2]1[CH:7]=[CH:6][CH:5]=[CH:4][CH:3]=1)[C:8]1[CH:13]=[CH:12][CH:11]=[CH:10][CH:9]=1, predict the reactants needed to synthesize it. The reactants are: [Si:1]([O:18][CH2:19][C:20]1[C:25]([N:26]2[CH2:31][C@H:30]([CH3:32])[O:29][C@H:28]([CH3:33])[CH2:27]2)=[C:24]([Cl:34])[C:23]([F:35])=[CH:22][CH:21]=1)([C:14]([CH3:17])([CH3:16])[CH3:15])([C:8]1[CH:13]=[CH:12][CH:11]=[CH:10][CH:9]=1)[C:2]1[CH:7]=[CH:6][CH:5]=[CH:4][CH:3]=1.[Li]N1C(C)(C)CCCC1(C)C.CON(C)[C:50]([C:52]1[CH:57]=[N:56][CH:55]=[CH:54][N:53]=1)=[O:51].[NH4+].[Cl-]. (3) Given the product [C:1]([O:5][C:6]([NH:8][CH2:9][C@H:10]1[CH2:15][CH2:14][C@H:13]([C:16]([NH:18][C@@H:19]([CH2:24][C:25]2[CH:30]=[CH:29][C:28]([C:31]3[CH:36]=[CH:35][C:34]([C:37](=[O:42])[NH:38][CH:39]([CH3:40])[CH3:41])=[CH:33][C:32]=3[Cl:43])=[CH:27][CH:26]=2)[C:20]([OH:22])=[O:21])=[O:17])[CH2:12][CH2:11]1)=[O:7])([CH3:2])([CH3:3])[CH3:4], predict the reactants needed to synthesize it. The reactants are: [C:1]([O:5][C:6]([NH:8][CH2:9][C@H:10]1[CH2:15][CH2:14][C@H:13]([C:16]([NH:18][C@@H:19]([CH2:24][C:25]2[CH:30]=[CH:29][C:28]([C:31]3[CH:36]=[CH:35][C:34]([C:37](=[O:42])[NH:38][CH:39]([CH3:41])[CH3:40])=[CH:33][C:32]=3[Cl:43])=[CH:27][CH:26]=2)[C:20]([O:22]C)=[O:21])=[O:17])[CH2:12][CH2:11]1)=[O:7])([CH3:4])([CH3:3])[CH3:2].[OH-].[Na+]. (4) Given the product [CH2:21]([N:10]1[C:11]2[CH:16]=[CH:15][CH:14]=[CH:13][C:12]=2[N:8]([C:6]([O:5][C:1]([CH3:4])([CH3:2])[CH3:3])=[O:7])[C:9]1=[O:17])[CH:22]([CH3:24])[CH3:23], predict the reactants needed to synthesize it. The reactants are: [C:1]([O:5][C:6]([N:8]1[C:12]2[CH:13]=[CH:14][CH:15]=[CH:16][C:11]=2[NH:10][C:9]1=[O:17])=[O:7])([CH3:4])([CH3:3])[CH3:2].[H-].[Na+].I[CH2:21][CH:22]([CH3:24])[CH3:23]. (5) Given the product [CH2:23]([O:22][C:13]([C:14]1[CH:2]=[C:3]2[C:8](=[CH:9][C:15]=1[C:16]([O:18][CH2:19][CH3:20])=[O:17])[N:7]=[CH:6][CH:5]=[N:4]2)=[O:21])[CH3:24], predict the reactants needed to synthesize it. The reactants are: Br[CH:2](Br)[C:3]1[C:8]([CH:9](Br)Br)=[N:7][CH:6]=[CH:5][N:4]=1.[C:13]([O:22][CH2:23][CH3:24])(=[O:21])/[CH:14]=[CH:15]\[C:16]([O:18][CH2:19][CH3:20])=[O:17].N[C@H](C(O)=O)CC1C=C2C(C=CC=C2)=CC=1. (6) Given the product [Cl:8][C:6]1[CH:5]=[CH:4][C:3]([S:9][CH2:12][C:13]2[CH:18]=[CH:17][CH:16]=[CH:15][N:14]=2)=[C:2]([NH:1][S:28]([C:20]2[O:19][C:23]3[CH:24]=[CH:25][CH:26]=[CH:27][C:22]=3[CH:21]=2)(=[O:29])=[O:30])[CH:7]=1, predict the reactants needed to synthesize it. The reactants are: [NH2:1][C:2]1[CH:7]=[C:6]([Cl:8])[CH:5]=[CH:4][C:3]=1[SH:9].Br.Br[CH2:12][C:13]1[CH:18]=[CH:17][CH:16]=[CH:15][N:14]=1.[O:19]1[C:23]2[CH:24]=[CH:25][CH:26]=[CH:27][C:22]=2[CH:21]=[C:20]1[S:28](Cl)(=[O:30])=[O:29]. (7) Given the product [Cl:1][C:2]1[CH:7]=[CH:6][C:5]([C:8]([C:11]2[N:15]([C:16]3[CH:17]=[CH:18][C:19]([F:22])=[CH:20][CH:21]=3)[C:14]([S:23][CH2:24][C:25]3[CH:39]=[CH:38][C:28]([C:29]([NH:31][CH2:32][CH2:33][S:34]([O-:37])(=[O:35])=[O:36])=[O:30])=[CH:27][C:26]=3[F:40])=[N:13][CH:12]=2)([CH3:10])[CH3:9])=[CH:4][C:3]=1[O:41][CH3:42].[Na+:54], predict the reactants needed to synthesize it. The reactants are: [Cl:1][C:2]1[CH:7]=[CH:6][C:5]([C:8]([C:11]2[N:15]([C:16]3[CH:21]=[CH:20][C:19]([F:22])=[CH:18][CH:17]=3)[C:14]([S:23][CH2:24][C:25]3[CH:39]=[CH:38][C:28]([C:29]([NH:31][CH2:32][CH2:33][S:34]([O-:37])(=[O:36])=[O:35])=[O:30])=[CH:27][C:26]=3[F:40])=[N:13][CH:12]=2)([CH3:10])[CH3:9])=[CH:4][C:3]=1[O:41][CH3:42].C([NH+](CC)CC)C.C([O-])(O)=O.[Na+:54]. (8) The reactants are: [O:1]=[C:2]([CH2:13][CH2:14][CH2:15][CH2:16][CH2:17][CH2:18][C:19]([O:21][CH3:22])=[O:20])[CH2:3][C:4]([O:6][C@@H:7]([CH3:12])[CH2:8][C:9](=O)[CH3:10])=[O:5].[O-]CC.[Na+].Cl. Given the product [CH3:10][C:9]1[CH2:8][C@H:7]([CH3:12])[O:6][C:4](=[O:5])[C:3]=1[C:2](=[O:1])[CH2:13][CH2:14][CH2:15][CH2:16][CH2:17][CH2:18][C:19]([O:21][CH3:22])=[O:20], predict the reactants needed to synthesize it. (9) Given the product [C:1]([OH:24])(=[O:23])[CH2:2][CH2:3][CH2:4][CH2:5][CH2:6][CH2:7][CH2:8][CH2:9][CH2:10][CH2:11][CH2:12][CH2:13][CH2:14][CH2:15][CH2:16][CH2:17][CH2:18][CH2:19][CH2:20][CH2:21][CH3:22].[C:1]([OH:24])(=[O:23])[CH2:2][CH2:3][CH2:4][CH2:5][CH2:6][CH2:7][CH2:8][CH2:9][CH2:10][CH2:11][CH2:12][CH2:13][CH2:14][CH2:15][CH2:16][CH2:17][CH2:18][CH2:19][CH2:20][CH2:21][CH2:22][CH2:25][CH3:26].[C:1]([OH:24])(=[O:23])[CH2:2][CH2:3][CH2:4][CH2:5][CH2:6][CH2:7][CH2:8][CH2:9][CH2:10][CH2:11][CH2:12][CH2:13][CH2:14][CH2:15][CH2:16][CH2:17][CH2:18][CH2:19][CH3:20], predict the reactants needed to synthesize it. The reactants are: [C:1]([OH:24])(=[O:23])[CH2:2][CH2:3][CH2:4][CH2:5][CH2:6][CH2:7][CH2:8][CH2:9][CH2:10][CH2:11][CH2:12][CH2:13][CH2:14][CH2:15][CH2:16][CH2:17][CH2:18][CH2:19][CH2:20][CH2:21][CH3:22].[CH:25](O)(C)[CH3:26]. (10) Given the product [CH3:17][C:16]1[O:15][N:14]=[C:13]([C:18]2[CH:23]=[CH:22][CH:21]=[CH:20][N:19]=2)[C:12]=1[CH2:11][O:10][C:7]1[CH:6]=[C:5]([C:3]([OH:4])=[O:2])[O:9][N:8]=1, predict the reactants needed to synthesize it. The reactants are: C[O:2][C:3]([C:5]1[O:9][N:8]=[C:7]([O:10][CH2:11][C:12]2[C:13]([C:18]3[CH:23]=[CH:22][CH:21]=[CH:20][N:19]=3)=[N:14][O:15][C:16]=2[CH3:17])[CH:6]=1)=[O:4].[OH-].[Na+].Cl.